From a dataset of Reaction yield outcomes from USPTO patents with 853,638 reactions. Predict the reaction yield, written as a fraction of the theoretical maximum amount of product (1.0 means a 100% yield; for example, 0.34 means a 34% yield). (1) The yield is 0.760. The catalyst is ClCCl. The reactants are [F:1][C:2]1[CH:10]=[CH:9][C:8]([C:11]([F:14])([F:13])[F:12])=[CH:7][C:3]=1[C:4](Cl)=[O:5].[NH2:15][C:16]1[CH:17]=[CH:18][C:19]([C:22]([O:24][CH3:25])=[O:23])=[N:20][CH:21]=1.N1C=CC=CC=1. The product is [F:1][C:2]1[CH:10]=[CH:9][C:8]([C:11]([F:14])([F:13])[F:12])=[CH:7][C:3]=1[C:4]([NH:15][C:16]1[CH:17]=[CH:18][C:19]([C:22]([O:24][CH3:25])=[O:23])=[N:20][CH:21]=1)=[O:5]. (2) The reactants are [C:9](O[C:9]([O:11][C:12]([CH3:15])([CH3:14])[CH3:13])=[O:10])([O:11][C:12]([CH3:15])([CH3:14])[CH3:13])=[O:10].[NH2:16][C:17]([CH3:23])([CH2:20][CH2:21][CH3:22])[C:18]#[N:19]. The product is [C:18]([C:17]([NH:16][C:9](=[O:10])[O:11][C:12]([CH3:13])([CH3:14])[CH3:15])([CH2:20][CH2:21][CH3:22])[CH3:23])#[N:19]. The yield is 1.00. The catalyst is ClCCl.